This data is from Full USPTO retrosynthesis dataset with 1.9M reactions from patents (1976-2016). The task is: Predict the reactants needed to synthesize the given product. (1) Given the product [C:14]1([CH2:2][CH:3]=[O:4])[CH:19]=[CH:18][CH:17]=[CH:16][CH:15]=1.[CH:25](=[O:24])[CH2:26][CH2:27][CH2:28][CH2:29][CH2:30][CH2:31][CH2:32][CH2:33][CH3:34], predict the reactants needed to synthesize it. The reactants are: O=[C:2]([C:14]1[CH:19]=[CH:18][CH:17]=[CH:16][CH:15]=1)[C:3](OCCC1C=CC=CC=1)=[O:4].O=C(C1C=CC=CC=1)C([O:24][CH2:25][CH2:26][CH2:27][CH2:28][CH2:29][CH2:30][CH2:31][CH2:32][CH2:33][CH3:34])=O. (2) Given the product [CH2:9]([O:8][C:5]1[N:6]=[CH:7][C:2]([C:20]2[C:19]([CH3:18])=[N:24][CH:23]=[C:22]([NH2:25])[CH:21]=2)=[CH:3][C:4]=1[N:11]1[CH2:16][CH2:15][O:14][CH2:13][C@H:12]1[CH3:17])[CH3:10], predict the reactants needed to synthesize it. The reactants are: Br[C:2]1[CH:3]=[C:4]([N:11]2[CH2:16][CH2:15][O:14][CH2:13][C@H:12]2[CH3:17])[C:5]([O:8][CH2:9][CH3:10])=[N:6][CH:7]=1.[CH3:18][C:19]1[N:24]=[CH:23][C:22]([NH2:25])=[CH:21][C:20]=1B1OC(C)(C)C(C)(C)O1. (3) Given the product [F:1][C:2]1[CH:12]=[N:11][CH:10]=[CH:9][C:3]=1[CH2:4][OH:5], predict the reactants needed to synthesize it. The reactants are: [F:1][C:2]1[CH:12]=[N:11][CH:10]=[CH:9][C:3]=1[C:4](OCC)=[O:5].[H-].[H-].[H-].[H-].[Li+].[Al+3]. (4) Given the product [ClH:32].[Cl:33][C:28]1[CH:27]=[C:26]([C@@H:12]2[O:11][CH2:10][CH2:9][NH:8][CH2:14][C@@H:13]2[CH2:15][O:16][C:17]2[CH:25]=[CH:24][CH:23]=[CH:22][C:18]=2[C:19]([OH:21])=[O:20])[CH:31]=[CH:30][C:29]=1[Cl:32], predict the reactants needed to synthesize it. The reactants are: C(OC([N:8]1[CH2:14][C@H:13]([CH2:15][O:16][C:17]2[CH:25]=[CH:24][CH:23]=[CH:22][C:18]=2[C:19]([OH:21])=[O:20])[C@H:12]([C:26]2[CH:31]=[CH:30][C:29]([Cl:32])=[C:28]([Cl:33])[CH:27]=2)[O:11][CH2:10][CH2:9]1)=O)(C)(C)C.C(OCC)(=O)C.Cl.